From a dataset of Full USPTO retrosynthesis dataset with 1.9M reactions from patents (1976-2016). Predict the reactants needed to synthesize the given product. (1) Given the product [Cl:1][C:2]1[N:7]=[C:6]([N:8]([CH3:28])[CH:9]2[CH2:14][CH2:13][N:12]([C:15]([O:17][C:18]([CH3:19])([CH3:20])[CH3:21])=[O:16])[CH2:11][CH:10]2[CH2:22][CH3:23])[C:5]([Cl:24])=[CH:4][N:3]=1, predict the reactants needed to synthesize it. The reactants are: [Cl:1][C:2]1[N:7]=[C:6]([NH:8][CH:9]2[CH2:14][CH2:13][N:12]([C:15]([O:17][C:18]([CH3:21])([CH3:20])[CH3:19])=[O:16])[CH2:11][CH:10]2[CH2:22][CH3:23])[C:5]([Cl:24])=[CH:4][N:3]=1.[H-].[Na+].I[CH3:28]. (2) Given the product [N:29]1[NH:30][C:1]([C:4]2[CH:5]=[C:6]([NH:10][C:11]([N:13]3[CH2:18][CH2:17][N:16]([C:19](=[O:27])[C:20]4[CH:25]=[CH:24][CH:23]=[C:22]([F:26])[CH:21]=4)[CH2:15][CH2:14]3)=[O:28])[CH:7]=[CH:8][CH:9]=2)=[N:2][CH:31]=1, predict the reactants needed to synthesize it. The reactants are: [C:1]([C:4]1[CH:5]=[C:6]([NH:10][C:11]([N:13]2[CH2:18][CH2:17][N:16]([C:19](=[O:27])[C:20]3[CH:25]=[CH:24][CH:23]=[C:22]([F:26])[CH:21]=3)[CH2:15][CH2:14]2)=O)[CH:7]=[CH:8][CH:9]=1)(=O)[NH2:2].[OH2:28].[NH2:29][NH2:30].[CH3:31]OC(OC)N(C)C. (3) Given the product [C:1]([Si:5]([O:8][CH2:9][C:10]1[O:11][CH:12]=[C:13]([F:15])[CH:14]=1)([CH3:7])[CH3:6])([CH3:4])([CH3:2])[CH3:3], predict the reactants needed to synthesize it. The reactants are: [C:1]([Si:5]([O:8][CH2:9][C:10]1[O:11][CH2:12][C:13](F)([F:15])[CH:14]=1)([CH3:7])[CH3:6])([CH3:4])([CH3:3])[CH3:2]. (4) Given the product [C:1]([N:4]1[CH2:9][CH2:8][C@H:7]([O:10][C:11]2[CH:16]=[CH:15][C:14]([C:17]3[N:18]=[C:19]([NH:23][C:24]4[CH:29]=[CH:28][C:27]([CH:30]5[CH2:35][CH2:34][NH:33][CH2:32][CH2:31]5)=[CH:26][CH:25]=4)[N:20]=[CH:21][N:22]=3)=[CH:13][C:12]=2[C:43]#[N:44])[C:6]([F:45])([F:46])[CH2:5]1)(=[O:3])[CH3:2], predict the reactants needed to synthesize it. The reactants are: [C:1]([N:4]1[CH2:9][CH2:8][C@H:7]([O:10][C:11]2[CH:16]=[CH:15][C:14]([C:17]3[N:22]=[CH:21][N:20]=[C:19]([NH:23][C:24]4[CH:29]=[CH:28][C:27]([CH:30]5[CH2:35][CH2:34][N:33](C(OC(C)(C)C)=O)[CH2:32][CH2:31]5)=[CH:26][CH:25]=4)[N:18]=3)=[CH:13][C:12]=2[C:43]#[N:44])[C:6]([F:46])([F:45])[CH2:5]1)(=[O:3])[CH3:2].FC(F)(F)C(O)=O. (5) Given the product [NH2:25][C:10]1[C:11]2[CH2:16][CH2:15][N:14]([C:17]3[CH:18]=[CH:19][C:20]([CH3:26])=[CH:21][CH:22]=3)[C:13](=[O:24])[C:12]=2[N:8]([C:6](=[O:7])[CH2:34][CH2:35][N:37]2[CH2:38][CH2:39][N:40]([C:43]3[CH:48]=[CH:47][CH:46]=[C:45]([CH3:49])[C:44]=3[CH3:50])[CH2:41][CH2:42]2)[N:9]=1, predict the reactants needed to synthesize it. The reactants are: C(O[C:6]([N:8]1[C:12]2[C:13](=[O:24])[N:14]([C:17]3[CH:22]=[CH:21][C:20](C)=[CH:19][CH:18]=3)[CH2:15][CH2:16][C:11]=2[C:10]([NH2:25])=[N:9]1)=[O:7])(C)(C)C.[C:26](=O)([O-])[O-].[K+].[K+].ClC[CH2:34][C:35]([N:37]1[CH2:42][CH2:41][N:40]([C:43]2[CH:48]=[CH:47][CH:46]=[C:45]([CH3:49])[C:44]=2[CH3:50])[CH2:39][CH2:38]1)=O. (6) Given the product [OH:14][CH2:13][CH2:12][O:11][CH2:10][CH2:9][N:8]1[CH2:7][CH2:6][N:5]([C:15]([O:17][C:18]([CH3:21])([CH3:20])[CH3:19])=[O:16])[CH2:4][CH:3]1[CH2:2][NH:1][C:31](=[O:32])[C:30]([F:41])([F:40])[F:29], predict the reactants needed to synthesize it. The reactants are: [NH2:1][CH2:2][CH:3]1[N:8]([CH2:9][CH2:10][O:11][CH2:12][CH2:13][OH:14])[CH2:7][CH2:6][N:5]([C:15]([O:17][C:18]([CH3:21])([CH3:20])[CH3:19])=[O:16])[CH2:4]1.C(N(CC)CC)C.[F:29][C:30]([F:41])([F:40])[C:31](O[C:31](=[O:32])[C:30]([F:41])([F:40])[F:29])=[O:32]. (7) The reactants are: [Cl-].[CH3:2][O:3][CH2:4][P+](C1C=CC=CC=1)(C1C=CC=CC=1)C1C=CC=CC=1.[CH3:24][Si](C)(C)[N-][Si](C)(C)C.[Li+].[C:34]([Si:38]([CH3:56])([CH3:55])[O:39][CH2:40][CH2:41][CH2:42][N:43]1[C:47]2[CH:48]=[CH:49][C:50](C=O)=[CH:51][C:46]=2[O:45][C:44]1=[O:54])([CH3:37])([CH3:36])[CH3:35].[Cl-].[NH4+]. Given the product [Si:38]([O:39][CH2:40][CH2:41][CH2:42][N:43]1[C:47]2[C:48](/[CH:24]=[CH:4]/[O:3][CH3:2])=[CH:49][CH:50]=[CH:51][C:46]=2[O:45][C:44]1=[O:54])([C:34]([CH3:36])([CH3:37])[CH3:35])([CH3:56])[CH3:55], predict the reactants needed to synthesize it.